Dataset: Acute oral toxicity (LD50) regression data from Zhu et al.. Task: Regression/Classification. Given a drug SMILES string, predict its toxicity properties. Task type varies by dataset: regression for continuous values (e.g., LD50, hERG inhibition percentage) or binary classification for toxic/non-toxic outcomes (e.g., AMES mutagenicity, cardiotoxicity, hepatotoxicity). Dataset: ld50_zhu. (1) The rat oral LD50 is 2.44, given as -log10 of the dose in mol/kg body weight (higher means more acutely toxic). The drug is COP(=S)(OC)OC. (2) The molecule is CC(c1ccccc1)N(C)C. The rat oral LD50 is 2.55, given as -log10 of the dose in mol/kg body weight (higher means more acutely toxic). (3) The molecule is CCN(CC)c1nc(N(C=NC2CC(C)(C)NC(C)(C)C2)C2CC(C)(C)NC(C)(C)C2)nc(N(C=NC2CC(C)(C)NC(C)(C)C2)C2CC(C)(C)NC(C)(C)C2)n1. The rat oral LD50 is 2.98, given as -log10 of the dose in mol/kg body weight (higher means more acutely toxic). (4) The molecule is COc1c(OP(=S)(OC(C)C)OC(C)C)cnn(C)c1=O. The rat oral LD50 is 4.51, given as -log10 of the dose in mol/kg body weight (higher means more acutely toxic). (5) The compound is O=C1CC2CC1C1CCCC21. The rat oral LD50 is 2.35, given as -log10 of the dose in mol/kg body weight (higher means more acutely toxic). (6) The drug is CC(Oc1ccc(Oc2ccc(Cl)cc2Cl)cc1)C(=O)O. The rat oral LD50 is 2.76, given as -log10 of the dose in mol/kg body weight (higher means more acutely toxic). (7) The molecule is O=C(CCl)OCCOCCO. The rat oral LD50 is 2.38, given as -log10 of the dose in mol/kg body weight (higher means more acutely toxic). (8) The drug is Oc1c(Cl)c(Cl)cc(Cl)c1Cc1c(Cl)cc(Cl)c(Cl)c1O. The rat oral LD50 is 3.61, given as -log10 of the dose in mol/kg body weight (higher means more acutely toxic). (9) The molecule is CCCCN(CC)C(=O)SCCC. The rat oral LD50 is 2.34, given as -log10 of the dose in mol/kg body weight (higher means more acutely toxic).